Dataset: Catalyst prediction with 721,799 reactions and 888 catalyst types from USPTO. Task: Predict which catalyst facilitates the given reaction. Reactant: C(OC([N:8]1[CH2:13][CH2:12][CH:11]([NH:14][CH2:15][C:16]2[NH:17][C:18]([N+:21]([O-:23])=[O:22])=[CH:19][N:20]=2)[CH2:10][CH2:9]1)=O)(C)(C)C.Cl. The catalyst class is: 135. Product: [N+:21]([C:18]1[NH:17][C:16]([CH2:15][NH:14][CH:11]2[CH2:12][CH2:13][NH:8][CH2:9][CH2:10]2)=[N:20][CH:19]=1)([O-:23])=[O:22].